Dataset: Full USPTO retrosynthesis dataset with 1.9M reactions from patents (1976-2016). Task: Predict the reactants needed to synthesize the given product. (1) Given the product [ClH:39].[ClH:39].[F:1][C:2]1[CH:7]=[C:6]([F:8])[CH:5]=[CH:4][C:3]=1[C@@:9]([OH:32])([C@:11]([N:27]1[CH:31]=[N:30][CH:29]=[N:28]1)([S:13][CH:14]1[CH2:19][CH2:18][NH:17][CH2:16][CH2:15]1)[CH3:12])[CH3:10], predict the reactants needed to synthesize it. The reactants are: [F:1][C:2]1[CH:7]=[C:6]([F:8])[CH:5]=[CH:4][C:3]=1[C@@:9]([OH:32])([C@:11]([N:27]1[CH:31]=[N:30][CH:29]=[N:28]1)([S:13][CH:14]1[CH2:19][CH2:18][N:17](C(OC(C)(C)C)=O)[CH2:16][CH2:15]1)[CH3:12])[CH3:10].C(OCC)(=O)C.[ClH:39]. (2) Given the product [N:1]1[C:10]2[C:5](=[CH:6][C:7]([C:11]3([C:14]4[N:18]5[N:19]=[C:20]([C:23]6[CH:24]=[CH:25][C:26]([C:27]([OH:29])=[O:28])=[CH:31][CH:32]=6)[CH:21]=[N:22][C:17]5=[N:16][N:15]=4)[CH2:12][CH2:13]3)=[CH:8][CH:9]=2)[CH:4]=[CH:3][CH:2]=1, predict the reactants needed to synthesize it. The reactants are: [N:1]1[C:10]2[C:5](=[CH:6][C:7]([C:11]3([C:14]4[N:18]5[N:19]=[C:20]([C:23]6[CH:32]=[CH:31][C:26]([C:27]([O:29]C)=[O:28])=[CH:25][CH:24]=6)[CH:21]=[N:22][C:17]5=[N:16][N:15]=4)[CH2:13][CH2:12]3)=[CH:8][CH:9]=2)[CH:4]=[CH:3][CH:2]=1.[OH-].[Li+].Cl. (3) Given the product [C:11](=[O:12])([O:9][CH2:1][CH2:2][CH2:3][CH2:4][CH2:5][CH2:6][CH2:7][CH3:8])[NH2:10], predict the reactants needed to synthesize it. The reactants are: [CH2:1]([OH:9])[CH2:2][CH2:3][CH2:4][CH2:5][CH2:6][CH2:7][CH3:8].[NH2:10][C:11](N)=[O:12].